From a dataset of NCI-60 drug combinations with 297,098 pairs across 59 cell lines. Regression. Given two drug SMILES strings and cell line genomic features, predict the synergy score measuring deviation from expected non-interaction effect. (1) Drug 1: C1CC(=O)NC(=O)C1N2C(=O)C3=CC=CC=C3C2=O. Drug 2: CC(C)NC(=O)C1=CC=C(C=C1)CNNC.Cl. Cell line: MDA-MB-231. Synergy scores: CSS=3.48, Synergy_ZIP=0.270, Synergy_Bliss=2.08, Synergy_Loewe=0.662, Synergy_HSA=-0.00444. (2) Drug 1: CCCCCOC(=O)NC1=NC(=O)N(C=C1F)C2C(C(C(O2)C)O)O. Drug 2: C1=NC(=NC(=O)N1C2C(C(C(O2)CO)O)O)N. Cell line: MALME-3M. Synergy scores: CSS=0.919, Synergy_ZIP=0.932, Synergy_Bliss=3.52, Synergy_Loewe=-7.53, Synergy_HSA=-0.981. (3) Drug 1: CC1C(C(=O)NC(C(=O)N2CCCC2C(=O)N(CC(=O)N(C(C(=O)O1)C(C)C)C)C)C(C)C)NC(=O)C3=C4C(=C(C=C3)C)OC5=C(C(=O)C(=C(C5=N4)C(=O)NC6C(OC(=O)C(N(C(=O)CN(C(=O)C7CCCN7C(=O)C(NC6=O)C(C)C)C)C)C(C)C)C)N)C. Drug 2: CC1=C(C(=O)C2=C(C1=O)N3CC4C(C3(C2COC(=O)N)OC)N4)N. Cell line: HS 578T. Synergy scores: CSS=20.9, Synergy_ZIP=-5.16, Synergy_Bliss=0.536, Synergy_Loewe=2.16, Synergy_HSA=2.63. (4) Drug 1: COC1=C(C=C2C(=C1)N=CN=C2NC3=CC(=C(C=C3)F)Cl)OCCCN4CCOCC4. Drug 2: C1=NC2=C(N=C(N=C2N1C3C(C(C(O3)CO)O)F)Cl)N. Cell line: NCI-H322M. Synergy scores: CSS=46.6, Synergy_ZIP=1.53, Synergy_Bliss=2.62, Synergy_Loewe=-1.09, Synergy_HSA=5.28.